This data is from Catalyst prediction with 721,799 reactions and 888 catalyst types from USPTO. The task is: Predict which catalyst facilitates the given reaction. (1) Reactant: C1CCN2C(=NCCC2)CC1.[Cl:12][C:13]1[CH:14]=[C:15]([C:23]2[S:27][C:26]([N:28]3[C:36]([CH3:37])=[C:31]4[CH2:32][NH:33][CH2:34][CH2:35][C:30]4=[N:29]3)=[N:25][N:24]=2)[CH:16]=[CH:17][C:18]=1[O:19][CH:20]([CH3:22])[CH3:21].[C:38]([O:42][C:43]([CH3:46])([CH3:45])[CH3:44])(=[O:41])[CH:39]=[CH2:40]. Product: [Cl:12][C:13]1[CH:14]=[C:15]([C:23]2[S:27][C:26]([N:28]3[C:36]([CH3:37])=[C:31]4[CH2:32][N:33]([CH2:40][CH2:39][C:38]([O:42][C:43]([CH3:46])([CH3:45])[CH3:44])=[O:41])[CH2:34][CH2:35][C:30]4=[N:29]3)=[N:25][N:24]=2)[CH:16]=[CH:17][C:18]=1[O:19][CH:20]([CH3:22])[CH3:21]. The catalyst class is: 3. (2) Reactant: [NH:1]1[CH2:6][CH2:5][S:4][CH2:3][CH2:2]1.C(P(C(C)(C)C)C1C=CC=CC=1C1C=CC=CC=1)(C)(C)C.CC(C)([O-])C.[Na+].Br[C:35]1[CH:36]=[C:37]([CH2:41][NH:42][C:43](=[O:49])[O:44][C:45]([CH3:48])([CH3:47])[CH3:46])[CH:38]=[CH:39][CH:40]=1. Product: [S:4]1[CH2:5][CH2:6][N:1]([C:35]2[CH:36]=[C:37]([CH2:41][NH:42][C:43](=[O:49])[O:44][C:45]([CH3:47])([CH3:46])[CH3:48])[CH:38]=[CH:39][CH:40]=2)[CH2:2][CH2:3]1. The catalyst class is: 487.